Dataset: Reaction yield outcomes from USPTO patents with 853,638 reactions. Task: Predict the reaction yield, written as a fraction of the theoretical maximum amount of product (1.0 means a 100% yield; for example, 0.34 means a 34% yield). (1) The reactants are [Cl-].[C:2]([C:4]1[C:16]([N+:17]([O-:19])=[O:18])=[CH:15][CH:14]=[CH:13][C:5]=1[O:6][CH2:7][C@H:8]1[CH2:12][CH2:11][CH2:10][NH2+:9]1)#[N:3].[C:20]([N:24]=[C:25]=[O:26])([CH3:23])([CH3:22])[CH3:21]. No catalyst specified. The product is [C:2]([C:4]1[C:16]([N+:17]([O-:19])=[O:18])=[CH:15][CH:14]=[CH:13][C:5]=1[O:6][CH2:7][C@H:8]1[CH2:12][CH2:11][CH2:10][N:9]1[C:25]([NH:24][C:20]([CH3:23])([CH3:22])[CH3:21])=[O:26])#[N:3]. The yield is 1.00. (2) The reactants are [CH:1]([C:4]1[C:9](=[O:10])[NH:8][C:7](=[O:11])[NH:6][C:5]=1OC1C=C(C=C(C)C=1)C#N)([CH3:3])[CH3:2].[C:22](=[O:25])([O-])[O-].[K+].[K+].[I-].[Li+].Cl[CH2:31][C:32]1[CH:37]=[CH:36][N:35]=[C:34]([N:38]2[C:46](=[O:47])[C:45]3[C:40](=[CH:41][CH:42]=[CH:43][CH:44]=3)[C:39]2=[O:48])[CH:33]=1.C[N:50]([CH:52]=O)C. No catalyst specified. The product is [O:48]=[C:39]1[C:40]2[C:45](=[CH:44][CH:43]=[CH:42][CH:41]=2)[C:46](=[O:47])[N:38]1[C:34]1[CH:33]=[C:32]([CH2:31][N:6]2[C:5]([C:22]([C:44]3[CH:43]=[C:42]([CH:41]=[C:40]([CH3:39])[CH:45]=3)[C:52]#[N:50])=[O:25])=[C:4]([CH:1]([CH3:2])[CH3:3])[C:9](=[O:10])[NH:8][C:7]2=[O:11])[CH:37]=[CH:36][N:35]=1. The yield is 0.410. (3) The reactants are [Cl:1][C:2]1[CH:7]=[CH:6][C:5]([CH2:8]Cl)=[CH:4][N:3]=1.[OH:10][C@H:11]1[CH2:15][CH2:14][NH:13][CH2:12]1.C(=O)([O-])[O-].[K+].[K+]. The catalyst is C(#N)C. The product is [Cl:1][C:2]1[N:3]=[CH:4][C:5]([CH2:8][N:13]2[CH2:14][CH2:15][C@H:11]([OH:10])[CH2:12]2)=[CH:6][CH:7]=1. The yield is 0.680. (4) The reactants are [F:1][C:2]1[C:11]([F:12])=[C:10]2[C:5]([C:6]3[CH:17]=[CH:16][C:15]([N+:18]([O-])=O)=[CH:14][C:7]=3[C:8](=[O:13])[O:9]2)=[CH:4][CH:3]=1. The catalyst is O1CCOCC1.[Pd]. The product is [NH2:18][C:15]1[CH:16]=[CH:17][C:6]2[C:5]3[C:10](=[C:11]([F:12])[C:2]([F:1])=[CH:3][CH:4]=3)[O:9][C:8](=[O:13])[C:7]=2[CH:14]=1. The yield is 0.730. (5) The reactants are [F:1][C:2]1[CH:7]=[C:6](N)[CH:5]=[CH:4][C:3]=1[NH:9][C:10]1[CH:15]=[CH:14][N:13]=[C:12]2[CH:16]=[C:17]([C:19]3[N:20]=[CH:21][N:22]([CH3:24])[CH:23]=3)[S:18][C:11]=12.[F:25][C:26]1[CH:31]=[CH:30][C:29]([NH:32][C:33]([C:35]2([C:38]([OH:40])=O)[CH2:37][CH2:36]2)=[O:34])=[CH:28][CH:27]=1.CC[N:43](C(C)C)C(C)C.CN(C(ON1N=NC2C=CC=NC1=2)=[N+](C)C)C.F[P-](F)(F)(F)(F)F. The catalyst is CN(C=O)C.CCOC(C)=O. The product is [F:1][C:2]1[CH:7]=[C:6]([N:32]([C:29]2[CH:28]=[CH:27][C:26]([F:25])=[CH:31][CH:30]=2)[C:33]([C:35]2([C:38]([NH2:43])=[O:40])[CH2:36][CH2:37]2)=[O:34])[CH:5]=[CH:4][C:3]=1[NH:9][C:10]1[CH:15]=[CH:14][N:13]=[C:12]2[CH:16]=[C:17]([C:19]3[N:20]=[CH:21][N:22]([CH3:24])[CH:23]=3)[S:18][C:11]=12. The yield is 0.580. (6) The reactants are C([O:3][C:4](=O)[CH2:5][N:6]([CH2:14][C:15]1[CH:20]=[C:19]([Cl:21])[CH:18]=[CH:17][C:16]=1[NH2:22])[C:7]([O:9][C:10]([CH3:13])([CH3:12])[CH3:11])=[O:8])C.CC(C)([O-])C.[K+].O.[Cl-].[NH4+]. The catalyst is O1CCCC1.C(OCC)(=O)C. The product is [C:10]([O:9][C:7]([N:6]1[CH2:14][C:15]2[CH:20]=[C:19]([Cl:21])[CH:18]=[CH:17][C:16]=2[NH:22][C:4](=[O:3])[CH2:5]1)=[O:8])([CH3:13])([CH3:12])[CH3:11]. The yield is 0.880.